This data is from Catalyst prediction with 721,799 reactions and 888 catalyst types from USPTO. The task is: Predict which catalyst facilitates the given reaction. (1) Reactant: Cl.Cl.[CH:3]1[C:15]2[CH:14]([CH2:16][O:17][C:18]([N:20]3[CH2:25][CH2:24][N:23]([CH2:26][CH2:27][C:28](OCC)=N)[CH2:22][CH2:21]3)=[O:19])[C:13]3[C:8](=[CH:9][CH:10]=[CH:11][CH:12]=3)[C:7]=2[CH:6]=[CH:5][CH:4]=1.[F:33][C:34]1[C:35]([NH2:41])=[C:36]([NH2:40])[CH:37]=[CH:38][CH:39]=1.C(=O)([O-])[O-].[K+].[K+]. Product: [CH:3]1[C:15]2[CH:14]([CH2:16][O:17][C:18]([N:20]3[CH2:25][CH2:24][N:23]([CH2:26][CH2:27][C:28]4[NH:40][C:36]5[CH:37]=[CH:38][CH:39]=[C:34]([F:33])[C:35]=5[N:41]=4)[CH2:22][CH2:21]3)=[O:19])[C:13]3[C:8](=[CH:9][CH:10]=[CH:11][CH:12]=3)[C:7]=2[CH:6]=[CH:5][CH:4]=1. The catalyst class is: 22. (2) Reactant: Cl.[CH2:2]([O:4][C:5]([C:7]1([CH2:20][OH:21])[CH2:12][CH2:11][N:10](C(OC(C)(C)C)=O)[CH2:9][CH2:8]1)=[O:6])[CH3:3]. The catalyst class is: 12. Product: [CH2:2]([O:4][C:5]([C:7]1([CH2:20][OH:21])[CH2:8][CH2:9][NH:10][CH2:11][CH2:12]1)=[O:6])[CH3:3].